This data is from Catalyst prediction with 721,799 reactions and 888 catalyst types from USPTO. The task is: Predict which catalyst facilitates the given reaction. (1) Reactant: [CH3:1][N:2]1[CH2:7][CH2:6][N:5]([CH2:8][C:9]2[CH:10]=[CH:11][C:12]([N+:34]([O-])=O)=[C:13]([NH:15][C:16]3[S:17][C:18]([C:31]([NH2:33])=[O:32])=[C:19]([C:21]4[CH:26]=[CH:25][C:24]([C:27]([F:30])([F:29])[F:28])=[CH:23][CH:22]=4)[N:20]=3)[CH:14]=2)[CH2:4][CH2:3]1.[H][H].[CH:39]([OH:41])=[O:40]. Product: [F:28][C:27]([F:30])([F:29])[C:39]([OH:41])=[O:40].[CH3:1][N:2]1[CH2:7][CH2:6][N:5]([CH2:8][C:9]2[CH:10]=[CH:11][C:12]3[N:34]=[CH:39][N:15]([C:16]4[S:17][C:18]([C:31]([NH2:33])=[O:32])=[C:19]([C:21]5[CH:26]=[CH:25][C:24]([C:27]([F:30])([F:29])[F:28])=[CH:23][CH:22]=5)[N:20]=4)[C:13]=3[CH:14]=2)[CH2:4][CH2:3]1. The catalyst class is: 45. (2) Reactant: Cl[CH2:2][C:3]1[CH:8]=[CH:7][C:6]([CH2:9][CH2:10][C:11]2[N:12]=[C:13]([NH:16][C:17](=[O:19])[CH3:18])[S:14][CH:15]=2)=[CH:5][C:4]=1[F:20].[N-:21]=[N+:22]=[N-:23].[Na+].O.C(OCC)(=O)C. Product: [N:21]([CH2:2][C:3]1[CH:8]=[CH:7][C:6]([CH2:9][CH2:10][C:11]2[N:12]=[C:13]([NH:16][C:17](=[O:19])[CH3:18])[S:14][CH:15]=2)=[CH:5][C:4]=1[F:20])=[N+:22]=[N-:23]. The catalyst class is: 9. (3) Reactant: [CH3:1][S:2]([CH2:5][C:6]([NH:14][C:15]([C:17]1[CH:22]=[C:21]([O:23][CH2:24][C:25]([F:28])([F:27])[F:26])[C:20](Br)=[CH:19][N:18]=1)=[O:16])([CH3:13])[C:7]1[N:11]=[C:10]([CH3:12])[O:9][N:8]=1)(=[O:4])=[O:3].[Br-].[CH:31]1([Zn+])[CH2:33][CH2:32]1. Product: [CH3:1][S:2]([CH2:5][C:6]([NH:14][C:15]([C:17]1[CH:22]=[C:21]([O:23][CH2:24][C:25]([F:28])([F:27])[F:26])[C:20]([CH:31]2[CH2:33][CH2:32]2)=[CH:19][N:18]=1)=[O:16])([CH3:13])[C:7]1[N:11]=[C:10]([CH3:12])[O:9][N:8]=1)(=[O:4])=[O:3]. The catalyst class is: 1. (4) Reactant: [C:1]1([N:7]2[C:19]3[CH:18]=[CH:17][C:16](B(O)O)=[CH:15][C:14]=3[C:13]3[C:8]2=[CH:9][CH:10]=[CH:11][CH:12]=3)[CH:6]=[CH:5][CH:4]=[CH:3][CH:2]=1.Br[C:24]1[C:29]2[O:30][C:31]3[C:36]([Br:37])=[CH:35][CH:34]=[CH:33][C:32]=3[C:28]=2[CH:27]=[CH:26][CH:25]=1.C([O-])([O-])=O.[Na+].[Na+]. Product: [Br:37][C:36]1[C:31]2[O:30][C:29]3[C:24]([C:16]4[CH:17]=[CH:18][C:19]5[N:7]([C:1]6[CH:6]=[CH:5][CH:4]=[CH:3][CH:2]=6)[C:8]6[C:13]([C:14]=5[CH:15]=4)=[CH:12][CH:11]=[CH:10][CH:9]=6)=[CH:25][CH:26]=[CH:27][C:28]=3[C:32]=2[CH:33]=[CH:34][CH:35]=1. The catalyst class is: 335. (5) Reactant: C([O:7][C:8]1[C:9]([CH3:28])=[C:10]2[N:15]([CH:16]=1)[N:14]=[CH:13][N:12]=[C:11]2[O:17][C:18]1[CH:23]=[CH:22][C:21]([N+:24]([O-:26])=[O:25])=[CH:20][C:19]=1[F:27])(=O)C(C)(C)C.[OH-].[Na+]. Product: [F:27][C:19]1[CH:20]=[C:21]([N+:24]([O-:26])=[O:25])[CH:22]=[CH:23][C:18]=1[O:17][C:11]1[C:10]2=[C:9]([CH3:28])[C:8]([OH:7])=[CH:16][N:15]2[N:14]=[CH:13][N:12]=1. The catalyst class is: 87. (6) Reactant: [CH2:1]([C:3]1[CH:4]=[C:5]([CH2:8][OH:9])[S:6][CH:7]=1)[CH3:2].[H-].[Na+].Cl[C:13]1[CH:21]2[CH:16]([CH:17]3[O:22][CH:20]2[CH2:19][CH2:18]3)[C:15](=[O:23])[CH:14]=1. Product: [CH2:1]([C:3]1[CH:4]=[C:5]([CH2:8][O:9][C:13]2[CH:21]3[CH:16]([CH:17]4[O:22][CH:20]3[CH2:19][CH2:18]4)[C:15](=[O:23])[CH:14]=2)[S:6][CH:7]=1)[CH3:2]. The catalyst class is: 1. (7) Reactant: [C:9](O[C:9]([O:11][C:12]([CH3:15])(C)C)=[O:10])([O:11][C:12](C)(C)[CH3:15])=[O:10].[Br:16][C:17]1[C:18]([NH:24][CH2:25][CH:26]2[CH2:31][CH2:30][NH:29][CH2:28][CH2:27]2)=[CH:19][C:20]([NH2:23])=[N:21][CH:22]=1.[CH2:32](N(CC)CC)[CH3:33]. Product: [NH2:23][C:20]1[CH:19]=[C:18]([NH:24][CH2:25][CH:26]2[CH2:27][CH2:28][N:29]([C:9]([O:11][CH2:12][CH2:15][CH2:32][CH3:33])=[O:10])[CH2:30][CH2:31]2)[C:17]([Br:16])=[CH:22][N:21]=1. The catalyst class is: 4.